Task: Predict the product of the given reaction.. Dataset: Forward reaction prediction with 1.9M reactions from USPTO patents (1976-2016) Given the reactants [Cl:1][C:2]1[CH:27]=[N:26][CH:25]=[C:24]([Cl:28])[C:3]=1[C:4]([NH:6][C:7]1[CH:8]=[N:9][C:10]([N:13]2[C:17]([CH:18]3[CH2:20][CH2:19]3)=[CH:16][C:15]([CH:21]3[CH2:23][CH2:22]3)=[N:14]2)=[CH:11][CH:12]=1)=[O:5].ClC1C=NC=C(Cl)C=1C(Cl)=O.Cl, predict the reaction product. The product is: [ClH:1].[Cl:28][C:24]1[CH:25]=[N:26][CH:27]=[C:2]([Cl:1])[C:3]=1[C:4]([NH:6][C:7]1[CH:8]=[N:9][C:10]([N:13]2[C:17]([CH:18]3[CH2:19][CH2:20]3)=[CH:16][C:15]([CH:21]3[CH2:22][CH2:23]3)=[N:14]2)=[CH:11][CH:12]=1)=[O:5].